Predict the product of the given reaction. From a dataset of Forward reaction prediction with 1.9M reactions from USPTO patents (1976-2016). (1) Given the reactants C(O[C:6]([N:8]1[CH2:12][C:11](=[N:13][O:14][CH2:15][C:16]2[CH:21]=[CH:20][C:19]([Cl:22])=[C:18]([Cl:23])[CH:17]=2)[CH2:10][C@H:9]1[C:24]([OH:26])=O)=[O:7])(C)(C)C.[C:27](Cl)(=O)C.[C:31]1([CH2:41][NH2:42])[C:40]2[C:35](=[CH:36][CH:37]=[CH:38][CH:39]=2)[CH:34]=[CH:33][CH:32]=1, predict the reaction product. The product is: [C:6]([N:8]1[CH2:12][C:11](=[N:13][O:14][CH2:15][C:16]2[CH:21]=[CH:20][C:19]([Cl:22])=[C:18]([Cl:23])[CH:17]=2)[CH2:10][C@H:9]1[C:24]([NH:42][CH2:41][C:31]1[C:40]2[C:35](=[CH:36][CH:37]=[CH:38][CH:39]=2)[CH:34]=[CH:33][CH:32]=1)=[O:26])(=[O:7])[CH3:27]. (2) Given the reactants C(OC(=O)[NH:7][C:8]1[C:9]([O:27][CH3:28])=[N:10][N:11]2[C:15]([C:16]3[C:21]([O:22][CH3:23])=[CH:20][C:19]([OH:24])=[CH:18][C:17]=3[O:25][CH3:26])=[CH:14][S:13][C:12]=12)(C)(C)C.C(=O)([O-])[O-].[K+].[K+].I[CH2:37][CH3:38].[H-].[Na+].I[CH2:42][CH2:43][CH3:44].[O:45]1[CH2:50][CH2:49][C:48](=O)[CH2:47][CH2:46]1.C(O[BH-](OC(=O)C)OC(=O)C)(=O)C.[Na+], predict the reaction product. The product is: [CH2:37]([O:24][C:19]1[CH:20]=[C:21]([O:22][CH3:23])[C:16]([C:15]2[N:11]3[N:10]=[C:9]([O:27][CH3:28])[C:8]([N:7]([CH2:42][CH2:43][CH3:44])[CH:48]4[CH2:49][CH2:50][O:45][CH2:46][CH2:47]4)=[C:12]3[S:13][CH:14]=2)=[C:17]([O:25][CH3:26])[CH:18]=1)[CH3:38]. (3) Given the reactants [N+:1]([C:4]1[CH:5]=[C:6]([CH:15]=[CH:16][CH:17]=1)[O:7][CH2:8][CH2:9][N:10]1[CH2:14][CH2:13][CH2:12][CH2:11]1)([O-])=O.[H][H], predict the reaction product. The product is: [NH2:1][C:4]1[CH:5]=[C:6]([CH:15]=[CH:16][CH:17]=1)[O:7][CH2:8][CH2:9][N:10]1[CH2:14][CH2:13][CH2:12][CH2:11]1. (4) Given the reactants [F:1][C:2]([F:41])([F:40])[C:3]1[CH:4]=[C:5]([C@H:13]2[O:17][C:16](=[O:18])[N:15]([CH2:19][C:20]3[CH:25]=[C:24]([C:26]([F:29])([F:28])[F:27])[CH:23]=[CH:22][C:21]=3[C:30]3[CH:35]=[C:34](Br)[CH:33]=[CH:32][C:31]=3[O:37][CH3:38])[C@H:14]2[CH3:39])[CH:6]=[C:7]([C:9]([F:12])([F:11])[F:10])[CH:8]=1.[B:42]1([B:42]2[O:46][C:45]([CH3:48])([CH3:47])[C:44]([CH3:50])([CH3:49])[O:43]2)[O:46][C:45]([CH3:48])([CH3:47])[C:44]([CH3:50])([CH3:49])[O:43]1.C([O-])(=O)C.[K+].O1CCOCC1, predict the reaction product. The product is: [F:1][C:2]([F:41])([F:40])[C:3]1[CH:4]=[C:5]([C@H:13]2[O:17][C:16](=[O:18])[N:15]([CH2:19][C:20]3[CH:25]=[C:24]([C:26]([F:29])([F:28])[F:27])[CH:23]=[CH:22][C:21]=3[C:30]3[CH:35]=[C:34]([B:42]4[O:46][C:45]([CH3:48])([CH3:47])[C:44]([CH3:50])([CH3:49])[O:43]4)[CH:33]=[CH:32][C:31]=3[O:37][CH3:38])[C@H:14]2[CH3:39])[CH:6]=[C:7]([C:9]([F:12])([F:11])[F:10])[CH:8]=1.